Dataset: Reaction yield outcomes from USPTO patents with 853,638 reactions. Task: Predict the reaction yield, written as a fraction of the theoretical maximum amount of product (1.0 means a 100% yield; for example, 0.34 means a 34% yield). (1) The reactants are [CH3:1][O:2][C:3]1[CH:4]=[C:5]([O:21][C:22]2[CH:23]=[N:24][C:25]([S:28]([CH3:31])(=[O:30])=[O:29])=[CH:26][CH:27]=2)[CH:6]=[C:7]2[C:11]=1[NH:10][C:9]([C:12]1[S:13][CH:14]([CH2:17][C:18]([OH:20])=O)[CH2:15][N:16]=1)=[CH:8]2.Cl.[CH2:33]([N:35]=C=NCCCN(C)C)C.ON1C2C=CC=CC=2N=N1.Cl.CN. The catalyst is O.C(N(CC)CC)C.CN(C)C=O. The product is [CH3:1][O:2][C:3]1[CH:4]=[C:5]([O:21][C:22]2[CH:23]=[N:24][C:25]([S:28]([CH3:31])(=[O:29])=[O:30])=[CH:26][CH:27]=2)[CH:6]=[C:7]2[C:11]=1[NH:10][C:9]([C:12]1[S:13][CH:14]([CH2:17][C:18]([NH:35][CH3:33])=[O:20])[CH2:15][N:16]=1)=[CH:8]2. The yield is 0.670. (2) The product is [CH3:12][C:10]1[C:9]2[C:4](=[CH:5][CH:6]=[CH:7][CH:8]=2)[N:3]=[C:2]([CH:13]=[CH2:14])[CH:11]=1. The yield is 0.760. The reactants are Cl[C:2]1[CH:11]=[C:10]([CH3:12])[C:9]2[C:4](=[CH:5][CH:6]=[CH:7][CH:8]=2)[N:3]=1.[C:13]1(P(C2C=CC=CC=2)C2C=CC=CC=2)C=CC=C[CH:14]=1.C([Sn](CCCC)(CCCC)CCCC)=C. The catalyst is C1C=CC([P]([Pd]([P](C2C=CC=CC=2)(C2C=CC=CC=2)C2C=CC=CC=2)([P](C2C=CC=CC=2)(C2C=CC=CC=2)C2C=CC=CC=2)[P](C2C=CC=CC=2)(C2C=CC=CC=2)C2C=CC=CC=2)(C2C=CC=CC=2)C2C=CC=CC=2)=CC=1.[Pd].C1(C)C=CC=CC=1. (3) The reactants are [N:1]1[CH:6]=[CH:5][C:4]([C:7]2[CH:15]=[C:14]3[C:10]([CH2:11][CH2:12][N:13]3C(OC(C)(C)C)=O)=[CH:9][CH:8]=2)=[CH:3][CH:2]=1.[C:23]([OH:29])([C:25]([F:28])([F:27])[F:26])=[O:24]. The catalyst is C(Cl)Cl. The product is [OH:29][C:23]([C:25]([F:28])([F:27])[F:26])=[O:24].[N:1]1[CH:6]=[CH:5][C:4]([C:7]2[CH:15]=[C:14]3[C:10]([CH2:11][CH2:12][NH:13]3)=[CH:9][CH:8]=2)=[CH:3][CH:2]=1. The yield is 1.00. (4) The reactants are Br[C:2]1[C:3]2[N:4]([N:8]=[CH:9][C:10]=2[C:11]([O:13][CH3:14])=[O:12])[CH:5]=[CH:6][CH:7]=1.C1C=CC(P(C2C(C3C(P(C4C=CC=CC=4)C4C=CC=CC=4)=CC=C4C=3C=CC=C4)=C3C(C=CC=C3)=CC=2)C2C=CC=CC=2)=CC=1.C([O-])([O-])=O.[Cs+].[Cs+].[NH:67]1[CH2:72][CH2:71][O:70][CH2:69][CH2:68]1. The catalyst is CC([O-])=O.CC([O-])=O.[Pd+2].C1(C)C=CC=CC=1. The product is [O:70]1[CH2:71][CH2:72][N:67]([C:2]2[C:3]3[N:4]([N:8]=[CH:9][C:10]=3[C:11]([O:13][CH3:14])=[O:12])[CH:5]=[CH:6][CH:7]=2)[CH2:68][CH2:69]1. The yield is 0.720. (5) The product is [Na+:2].[Cl:34][C:22]1[CH:21]=[C:20]([NH:19][C:11]2[C:10]3[C:15](=[CH:16][CH:17]=[CH:18][C:9]=3[O:8][CH2:7][C:6]([O-:35])=[O:5])[N:14]=[CH:13][N:12]=2)[CH:25]=[CH:24][C:23]=1[O:26][CH2:27][C:28]1[CH:33]=[CH:32][CH:31]=[CH:30][N:29]=1. The catalyst is C1COCC1.CO. The reactants are [OH-].[Na+:2].C([O:5][C:6](=[O:35])[CH2:7][O:8][C:9]1[CH:18]=[CH:17][CH:16]=[C:15]2[C:10]=1[C:11]([NH:19][C:20]1[CH:25]=[CH:24][C:23]([O:26][CH2:27][C:28]3[CH:33]=[CH:32][CH:31]=[CH:30][N:29]=3)=[C:22]([Cl:34])[CH:21]=1)=[N:12][CH:13]=[N:14]2)C. The yield is 0.510. (6) The reactants are C([N:8]1[CH2:13][CH2:12][CH:11]([N:14]2[C:19]3[C:20]4[CH:26]=[CH:25][N:24]([CH2:27][O:28][CH2:29][CH2:30][Si:31]([CH3:34])([CH3:33])[CH3:32])[C:21]=4[N:22]=[CH:23][C:18]=3[CH2:17][NH:16][C:15]2=[O:35])[CH2:10][CH2:9]1)C1C=CC=CC=1. The catalyst is C(O)C.[C].[Pd]. The product is [NH:8]1[CH2:9][CH2:10][CH:11]([N:14]2[C:19]3[C:20]4[CH:26]=[CH:25][N:24]([CH2:27][O:28][CH2:29][CH2:30][Si:31]([CH3:33])([CH3:32])[CH3:34])[C:21]=4[N:22]=[CH:23][C:18]=3[CH2:17][NH:16][C:15]2=[O:35])[CH2:12][CH2:13]1. The yield is 1.00. (7) The reactants are [C:1]([CH:3]1[CH2:5][CH2:4]1)#[CH:2].C([Li])CCC.[C:11]([O:15][C:16](=[O:37])[NH:17][C:18]1[CH:23]=[CH:22][C:21]([O:24][CH2:25][O:26][CH2:27][CH2:28][O:29][CH3:30])=[CH:20][C:19]=1[C:31](=[O:36])[C:32]([F:35])([F:34])[F:33])([CH3:14])([CH3:13])[CH3:12].[Cl-].[NH4+]. The catalyst is ClCCl.C(O)(C)C.C1COCC1. The product is [C:11]([O:15][C:16](=[O:37])[NH:17][C:18]1[CH:23]=[CH:22][C:21]([O:24][CH2:25][O:26][CH2:27][CH2:28][O:29][CH3:30])=[CH:20][C:19]=1[C:31]([OH:36])([C:32]([F:35])([F:34])[F:33])[C:2]#[C:1][CH:3]1[CH2:5][CH2:4]1)([CH3:14])([CH3:12])[CH3:13]. The yield is 0.600. (8) The product is [C:1]1([CH2:7][CH2:8][C:9]2[CH:10]=[CH:11][CH:12]=[CH:13][CH:14]=2)[CH:6]=[CH:5][CH:4]=[CH:3][CH:2]=1. The reactants are [C:1]1([C:7]#[C:8][C:9]2[CH:14]=[CH:13][CH:12]=[CH:11][CH:10]=2)[CH:6]=[CH:5][CH:4]=[CH:3][CH:2]=1.O. The yield is 0.980. The catalyst is C(OCC)(=O)C.